Dataset: Catalyst prediction with 721,799 reactions and 888 catalyst types from USPTO. Task: Predict which catalyst facilitates the given reaction. (1) Reactant: [C:1]([O:5][C:6]([C:8]([CH3:18])=[CH:9][C:10]1[S:14][C:13]([C:15]([OH:17])=[O:16])=[CH:12][CH:11]=1)=[O:7])([CH3:4])([CH3:3])[CH3:2].Cl.O[C:21]1[CH:29]=[CH:28][C:24]([C:25]([NH2:27])=[NH:26])=[CH:23][CH:22]=1.CCN=C=NCCCN(C)C.Cl. Product: [C:1]([O:5][C:6](=[O:7])[C:8]([CH3:18])=[CH:9][C:10]1[S:14][C:13]([C:15]([O:17][C:21]2[CH:29]=[CH:28][C:24]([C:25](=[NH:26])[NH2:27])=[CH:23][CH:22]=2)=[O:16])=[CH:12][CH:11]=1)([CH3:4])([CH3:2])[CH3:3]. The catalyst class is: 17. (2) Reactant: [CH2:1]([O:3][C:4]([C:6]1[CH:7]=[N:8][NH:9][C:10]=1[N:11]1[C:15](=[O:16])[NH:14][C:13]([CH:17]([C:31]2[CH:36]=[C:35]([O:37][CH3:38])[C:34]([O:39][CH3:40])=[CH:33][C:32]=2[F:41])[NH:18][C:19]2[CH:24]=[CH:23][C:22]([C:25]3[N:29]=C(C)O[N:26]=3)=[CH:21][CH:20]=2)=[N:12]1)=[O:5])[CH3:2].O.C(O)(=O)C. Product: [C:4]([OH:5])(=[O:3])[CH3:6].[CH2:1]([O:3][C:4]([C:6]1[CH:7]=[N:8][NH:9][C:10]=1[N:11]1[C:15](=[O:16])[NH:14][C:13]([CH:17]([NH:18][C:19]2[CH:20]=[CH:21][C:22]([C:25](=[NH:26])[NH2:29])=[CH:23][CH:24]=2)[C:31]2[CH:36]=[C:35]([O:37][CH3:38])[C:34]([O:39][CH3:40])=[CH:33][C:32]=2[F:41])=[N:12]1)=[O:5])[CH3:2]. The catalyst class is: 415. (3) Reactant: [NH:1]1[C:9]2[CH:8]=[CH:7][N:6]=[CH:5][C:4]=2[CH2:3][C:2]1=[O:10].[Cl:11][C:12]1[C:13]([F:20])=[C:14]([CH:17]=[CH:18][CH:19]=1)[CH:15]=O.N1CCCCC1. Product: [Cl:11][C:12]1[C:13]([F:20])=[C:14]([CH:17]=[CH:18][CH:19]=1)/[CH:15]=[C:3]1\[C:2](=[O:10])[NH:1][C:9]2[CH:8]=[CH:7][N:6]=[CH:5][C:4]\1=2. The catalyst class is: 5. (4) Reactant: [CH3:1][C:2]1[CH:7]=[C:6]([C:8]2[CH:13]=[C:12]([CH3:14])[CH:11]=[C:10]([CH3:15])[CH:9]=2)[C:5]([O:16]C)=[C:4]([C:18]2[CH:23]=[C:22]([CH3:24])[CH:21]=[C:20]([CH3:25])[CH:19]=2)[CH:3]=1.O.C(OCC)C. Product: [CH3:1][C:2]1[CH:3]=[C:4]([C:18]2[CH:23]=[C:22]([CH3:24])[CH:21]=[C:20]([CH3:25])[CH:19]=2)[C:5]([OH:16])=[C:6]([C:8]2[CH:9]=[C:10]([CH3:15])[CH:11]=[C:12]([CH3:14])[CH:13]=2)[CH:7]=1. The catalyst class is: 2. (5) Reactant: Cl[C:2]1[C:7]([N+:8]([O-:10])=[O:9])=[CH:6][C:5]([N+:11]([O-:13])=[O:12])=[CH:4][N:3]=1.[NH2:14][CH2:15][CH2:16][CH2:17][CH2:18][C:19]([O:21][CH2:22][CH3:23])=[O:20].C(N(CC)CC)C. Product: [N+:8]([C:7]1[C:2]([NH:14][CH2:15][CH2:16][CH2:17][CH2:18][C:19]([O:21][CH2:22][CH3:23])=[O:20])=[N:3][CH:4]=[C:5]([N+:11]([O-:13])=[O:12])[CH:6]=1)([O-:10])=[O:9]. The catalyst class is: 12. (6) Reactant: [CH3:1][O:2][CH2:3][CH2:4][NH:5][CH3:6].Br[CH2:8][CH2:9][CH2:10][N:11]1[C:15](=[O:16])[C:14]2=[CH:17][CH:18]=[CH:19][CH:20]=[C:13]2[C:12]1=[O:21].C([O-])([O-])=O.[K+].[K+]. Product: [CH3:1][O:2][CH2:3][CH2:4][N:5]([CH3:6])[CH2:8][CH2:9][CH2:10][N:11]1[C:15](=[O:16])[C:14]2[C:13](=[CH:20][CH:19]=[CH:18][CH:17]=2)[C:12]1=[O:21]. The catalyst class is: 3. (7) Reactant: Br[CH2:2][C:3]#[C:4][C:5]1[C:9]([C:10]([F:13])([F:12])[F:11])=[C:8]([C:14]2[CH:19]=[CH:18][CH:17]=[CH:16][CH:15]=2)[O:7][N:6]=1.[Br:20][C:21]1[CH:28]=[CH:27][C:24]([CH:25]=[O:26])=[C:23]([OH:29])[CH:22]=1.C(=O)([O-])[O-].[K+].[K+]. Product: [Br:20][C:21]1[CH:28]=[CH:27][C:24]([CH:25]=[O:26])=[C:23]([O:29][CH2:2][C:3]#[C:4][C:5]2[C:9]([C:10]([F:13])([F:12])[F:11])=[C:8]([C:14]3[CH:19]=[CH:18][CH:17]=[CH:16][CH:15]=3)[O:7][N:6]=2)[CH:22]=1. The catalyst class is: 42. (8) Reactant: [Br:1][C:2]1[C:3]([F:10])=[C:4]([CH:7]=[CH:8][CH:9]=1)[NH:5][CH3:6].C(NC(C)C)(C)C.[F:18][C:19]1[CH:27]=[CH:26][C:22]([C:23](Cl)=[O:24])=[CH:21][CH:20]=1. Product: [Br:1][C:2]1[C:3]([F:10])=[C:4]([N:5]([CH3:6])[C:23](=[O:24])[C:22]2[CH:26]=[CH:27][C:19]([F:18])=[CH:20][CH:21]=2)[CH:7]=[CH:8][CH:9]=1. The catalyst class is: 2.